Dataset: Full USPTO retrosynthesis dataset with 1.9M reactions from patents (1976-2016). Task: Predict the reactants needed to synthesize the given product. (1) Given the product [CH2:1]([O:8][C:9]([N:11]1[CH2:15][CH2:14][CH2:13][C@H:12]1[C:16]1[NH:17][C:18]2[C:19]([N:25]=1)=[N:20][CH:21]=[C:22]([C:34]1[CH:33]=[CH:32][C:31]([C:30](=[O:46])[NH:29][CH:26]3[CH2:28][CH2:27]3)=[CH:36][CH:35]=1)[CH:23]=2)=[O:10])[C:2]1[CH:7]=[CH:6][CH:5]=[CH:4][CH:3]=1, predict the reactants needed to synthesize it. The reactants are: [CH2:1]([O:8][C:9]([N:11]1[CH2:15][CH2:14][CH2:13][C@H:12]1[C:16]1[NH:17][C:18]2[C:19]([N:25]=1)=[N:20][CH:21]=[C:22](Br)[CH:23]=2)=[O:10])[C:2]1[CH:7]=[CH:6][CH:5]=[CH:4][CH:3]=1.[CH:26]1([NH:29][C:30](=[O:46])[C:31]2[CH:36]=[CH:35][C:34](B3OC(C)(C)C(C)(C)O3)=[CH:33][CH:32]=2)[CH2:28][CH2:27]1.C([O-])(O)=O.[Na+].CN(C=O)C. (2) Given the product [C:1]([C:3]1[CH:8]=[CH:7][C:6]([N:9]2[C@@H:13]([C:14]([O:16][CH3:25])=[O:15])[CH2:12][N:11]([CH3:17])[C:10]2=[O:18])=[CH:5][C:4]=1[C:19]([F:21])([F:22])[F:20])#[N:2], predict the reactants needed to synthesize it. The reactants are: [C:1]([C:3]1[CH:8]=[CH:7][C:6]([N:9]2[C@@H:13]([C:14]([OH:16])=[O:15])[CH2:12][N:11]([CH3:17])[C:10]2=[O:18])=[CH:5][C:4]=1[C:19]([F:22])([F:21])[F:20])#[N:2].[N+](=[CH2:25])=[N-].[Na+].[Cl-].